From a dataset of Peptide-MHC class I binding affinity with 185,985 pairs from IEDB/IMGT. Regression. Given a peptide amino acid sequence and an MHC pseudo amino acid sequence, predict their binding affinity value. This is MHC class I binding data. (1) The peptide sequence is FYAYLRKHF. The MHC is HLA-A24:02 with pseudo-sequence HLA-A24:02. The binding affinity (normalized) is 0.0417. (2) The peptide sequence is IRFPKTFGY. The MHC is HLA-A03:01 with pseudo-sequence HLA-A03:01. The binding affinity (normalized) is 0. (3) The MHC is HLA-A02:02 with pseudo-sequence HLA-A02:02. The binding affinity (normalized) is 0.421. The peptide sequence is ISFAISCFLL. (4) The peptide sequence is ILALFLAHYI. The MHC is HLA-A02:03 with pseudo-sequence HLA-A02:03. The binding affinity (normalized) is 0.675.